From a dataset of Reaction yield outcomes from USPTO patents with 853,638 reactions. Predict the reaction yield, written as a fraction of the theoretical maximum amount of product (1.0 means a 100% yield; for example, 0.34 means a 34% yield). (1) The product is [F:1][C:2]1[CH:7]=[CH:6][C:5]([CH:10]([OH:11])[C:12]2[CH:17]=[N:16][C:15]([C:18]([O:20][CH3:21])=[O:19])=[C:14]3[O:22][C:23]([CH3:26])([CH3:27])[O:24][CH2:25][C:13]=23)=[CH:4][CH:3]=1. The reactants are [F:1][C:2]1[CH:7]=[CH:6][C:5]([Mg]Br)=[CH:4][CH:3]=1.[CH:10]([C:12]1[CH:17]=[N:16][C:15]([C:18]([O:20][CH3:21])=[O:19])=[C:14]2[O:22][C:23]([CH3:27])([CH3:26])[O:24][CH2:25][C:13]=12)=[O:11].C(=O)(O)[O-]. The yield is 0.470. No catalyst specified. (2) The reactants are Br[C:2]1[CH:3]=[C:4]([C:8]2([C:18]3[CH:23]=[CH:22][C:21]([O:24][CH3:25])=[C:20]([Cl:26])[CH:19]=3)[C:16]3[C:11](=[N:12][CH:13]=[CH:14][CH:15]=3)[C:10]([NH2:17])=[N:9]2)[CH:5]=[CH:6][CH:7]=1.[N:27]1[CH:32]=[C:31](B(O)O)[CH:30]=[N:29][CH:28]=1. No catalyst specified. The product is [Cl:26][C:20]1[CH:19]=[C:18]([C:8]2([C:4]3[CH:5]=[CH:6][CH:7]=[C:2]([C:31]4[CH:32]=[N:27][CH:28]=[N:29][CH:30]=4)[CH:3]=3)[C:16]3[C:11](=[N:12][CH:13]=[CH:14][CH:15]=3)[C:10]([NH2:17])=[N:9]2)[CH:23]=[CH:22][C:21]=1[O:24][CH3:25]. The yield is 0.300. (3) The reactants are [I-].[C:2]([C:4]1[C:9]([F:10])=[CH:8][CH:7]=[CH:6][C:5]=1[Zn+])#[N:3].[Cl:12][C:13]1[CH:14]=[C:15]([CH:19]=[CH:20][N:21]=1)[C:16](Cl)=[O:17]. The catalyst is C1COCC1.C(OCC)(=O)C.O.Cl[Pd](Cl)([P](C1C=CC=CC=1)(C1C=CC=CC=1)C1C=CC=CC=1)[P](C1C=CC=CC=1)(C1C=CC=CC=1)C1C=CC=CC=1. The product is [Cl:12][C:13]1[CH:14]=[C:15]([C:16]([C:5]2[CH:6]=[CH:7][CH:8]=[C:9]([F:10])[C:4]=2[C:2]#[N:3])=[O:17])[CH:19]=[CH:20][N:21]=1. The yield is 0.880. (4) The reactants are [F-].[K+].[Cl:3][C:4]1[CH:5]=[C:6]([C:11]([F:14])([F:13])[F:12])[CH:7]=[CH:8][C:9]=1[Cl:10].[NH3:15]. The catalyst is CN1CCCC1=O. The product is [Cl:3][C:4]1[CH:5]=[C:6]([C:11]([F:14])([F:13])[F:12])[CH:7]=[CH:8][C:9]=1[NH2:15].[Cl:10][C:9]1[CH:8]=[CH:7][C:6]([C:11]([F:14])([F:13])[F:12])=[CH:5][C:4]=1[NH2:15]. The yield is 0.770.